Task: Predict the reaction yield, written as a fraction of the theoretical maximum amount of product (1.0 means a 100% yield; for example, 0.34 means a 34% yield).. Dataset: Reaction yield outcomes from USPTO patents with 853,638 reactions The reactants are [CH3:1][C:2]1([CH3:23])[O:6][C@@H:5]2[C@@H:7]([CH2:20][NH:21][CH3:22])[O:8][C@@H:9]([N:10]3[CH:18]=[N:17][C:16]4[C:11]3=[N:12][CH:13]=[N:14][C:15]=4[NH2:19])[C@@H:4]2[O:3]1.O=[C:25]1[CH2:28][CH:27]([NH:29][C:30](=[O:39])[O:31][CH2:32][C:33]2[CH:38]=[CH:37][CH:36]=[CH:35][CH:34]=2)[CH2:26]1.[BH3-]C#N.[Na+]. The catalyst is CO. The product is [NH2:19][C:15]1[N:14]=[CH:13][N:12]=[C:11]2[C:16]=1[N:17]=[CH:18][N:10]2[C@H:9]1[C@@H:4]2[O:3][C:2]([CH3:1])([CH3:23])[O:6][C@@H:5]2[C@@H:7]([CH2:20][N:21]([CH3:22])[CH:25]2[CH2:28][CH:27]([NH:29][C:30](=[O:39])[O:31][CH2:32][C:33]3[CH:38]=[CH:37][CH:36]=[CH:35][CH:34]=3)[CH2:26]2)[O:8]1. The yield is 0.290.